From a dataset of NCI-60 drug combinations with 297,098 pairs across 59 cell lines. Regression. Given two drug SMILES strings and cell line genomic features, predict the synergy score measuring deviation from expected non-interaction effect. (1) Synergy scores: CSS=16.7, Synergy_ZIP=-4.88, Synergy_Bliss=-1.46, Synergy_Loewe=-8.84, Synergy_HSA=-4.57. Drug 1: C1CCC(CC1)NC(=O)N(CCCl)N=O. Cell line: SK-MEL-2. Drug 2: C(=O)(N)NO. (2) Drug 1: CC1C(C(CC(O1)OC2CC(CC3=C2C(=C4C(=C3O)C(=O)C5=C(C4=O)C(=CC=C5)OC)O)(C(=O)C)O)N)O.Cl. Drug 2: CC1=C(C=C(C=C1)NC(=O)C2=CC=C(C=C2)CN3CCN(CC3)C)NC4=NC=CC(=N4)C5=CN=CC=C5. Cell line: NCI-H322M. Synergy scores: CSS=14.0, Synergy_ZIP=-1.15, Synergy_Bliss=3.91, Synergy_Loewe=2.95, Synergy_HSA=4.14. (3) Drug 1: COC1=C(C=C2C(=C1)N=CN=C2NC3=CC(=C(C=C3)F)Cl)OCCCN4CCOCC4. Drug 2: CC=C1C(=O)NC(C(=O)OC2CC(=O)NC(C(=O)NC(CSSCCC=C2)C(=O)N1)C(C)C)C(C)C. Cell line: SF-295. Synergy scores: CSS=17.9, Synergy_ZIP=3.19, Synergy_Bliss=3.93, Synergy_Loewe=3.56, Synergy_HSA=4.12. (4) Cell line: SF-539. Drug 2: C1CNP(=O)(OC1)N(CCCl)CCCl. Drug 1: CC1OCC2C(O1)C(C(C(O2)OC3C4COC(=O)C4C(C5=CC6=C(C=C35)OCO6)C7=CC(=C(C(=C7)OC)O)OC)O)O. Synergy scores: CSS=8.41, Synergy_ZIP=1.46, Synergy_Bliss=1.38, Synergy_Loewe=-38.0, Synergy_HSA=-4.15.